Dataset: NCI-60 drug combinations with 297,098 pairs across 59 cell lines. Task: Regression. Given two drug SMILES strings and cell line genomic features, predict the synergy score measuring deviation from expected non-interaction effect. (1) Drug 1: C1=CN(C=N1)CC(O)(P(=O)(O)O)P(=O)(O)O. Drug 2: CC12CCC3C(C1CCC2OP(=O)(O)O)CCC4=C3C=CC(=C4)OC(=O)N(CCCl)CCCl.[Na+]. Cell line: OVCAR-5. Synergy scores: CSS=9.91, Synergy_ZIP=-0.810, Synergy_Bliss=1.78, Synergy_Loewe=-0.0497, Synergy_HSA=0.521. (2) Drug 1: C1=NC2=C(N=C(N=C2N1C3C(C(C(O3)CO)O)F)Cl)N. Drug 2: CS(=O)(=O)OCCCCOS(=O)(=O)C. Cell line: MDA-MB-231. Synergy scores: CSS=8.07, Synergy_ZIP=-3.06, Synergy_Bliss=1.39, Synergy_Loewe=-1.58, Synergy_HSA=1.84. (3) Drug 1: C1=CC(=CC=C1CCCC(=O)O)N(CCCl)CCCl. Drug 2: CC(C)NC(=O)C1=CC=C(C=C1)CNNC.Cl. Cell line: CAKI-1. Synergy scores: CSS=18.1, Synergy_ZIP=-6.59, Synergy_Bliss=-8.99, Synergy_Loewe=-5.45, Synergy_HSA=-7.25. (4) Drug 1: CC1=C(C=C(C=C1)C(=O)NC2=CC(=CC(=C2)C(F)(F)F)N3C=C(N=C3)C)NC4=NC=CC(=N4)C5=CN=CC=C5. Drug 2: CS(=O)(=O)OCCCCOS(=O)(=O)C. Cell line: OVCAR-8. Synergy scores: CSS=0.801, Synergy_ZIP=-0.570, Synergy_Bliss=-0.519, Synergy_Loewe=-1.36, Synergy_HSA=-2.22. (5) Drug 1: C1CN1P(=S)(N2CC2)N3CC3. Drug 2: CC1C(C(CC(O1)OC2CC(CC3=C2C(=C4C(=C3O)C(=O)C5=CC=CC=C5C4=O)O)(C(=O)C)O)N)O. Cell line: HL-60(TB). Synergy scores: CSS=51.5, Synergy_ZIP=-1.33, Synergy_Bliss=3.35, Synergy_Loewe=5.15, Synergy_HSA=6.60. (6) Drug 1: CNC(=O)C1=CC=CC=C1SC2=CC3=C(C=C2)C(=NN3)C=CC4=CC=CC=N4. Drug 2: CC1=C(C(=O)C2=C(C1=O)N3CC4C(C3(C2COC(=O)N)OC)N4)N. Cell line: SK-MEL-28. Synergy scores: CSS=18.1, Synergy_ZIP=-3.60, Synergy_Bliss=-0.219, Synergy_Loewe=-13.8, Synergy_HSA=-3.25.